From a dataset of Drug-target binding data from BindingDB using IC50 measurements. Regression. Given a target protein amino acid sequence and a drug SMILES string, predict the binding affinity score between them. We predict pIC50 (pIC50 = -log10(IC50 in M); higher means more potent). Dataset: bindingdb_ic50. (1) The compound is CC(=O)SCC(=O)Cc1c[nH]c2ccccc12. The target protein sequence is MSVLQVLHIPDERLRKVAKPVEEVNAEIQRIVDDMFETMYAEKGIGLAATQVDIHQRIIVIDVSENRDERLVLINPELLEKSGETGIEEGCLSIPEQRALVPRAEKVKIRALDRDGKPFELEADGLLAICIGLRLGNGKYCTLRLFFNQV. The pIC50 is 3.7. (2) The small molecule is COc1ccc2c(C(=S)N(C)CC(=O)O)cccc2c1C(F)(F)F. The target protein sequence is MAASCVLLHTGQKMPLIGLGTWKSEPGQVKAAIKYALTVGYRHIDCAAIYGNELEIGEALTETVGPGKAVPREELFVTSKLWNTKHHPEDVEPALRKTLADLQLEYLDLYLMHWPYAFERGDNPFPKNADGTIRYDATHYKDTWKALEALVAKGLVRALGLSNFSSRQIDDVLSVASVRPAVLQVECHPYLAQNELIAHCQARGLEVTAYSPLGSSDRAWRDPNEPVLLEEPVVQALAEKYNRSPAQILLRWQVQRKVICIPKSVTPSRIPQNIQVFDFTFSPEEMKQLDALNKNLRFIVPMLTVDGKRVPRDAGHPLYPFNDPY. The pIC50 is 6.3. (3) The drug is COc1cc(OC)c(S(=O)(=O)NCc2ccccc2-c2ccc(C(=O)O)cc2)cc1NC(=O)CCC(=O)O. The target protein (Q97R46) has sequence MSNFAIILAAGKGTRMKSDLPKVLHKVAGISMLEHVFRSVGAIQPEKTVTVVGHKAELVEEVLAGQTEFVTQSEQLGTGHAVMMTEPILEGLSGHTLVIAGDTPLITGESLKNLIDFHINHKNVATILTAETDNPFGYGRIVRNDNAEVLRIVEQKDATDFEKQIKEINTGTYVFDNERLFEALKNINTNNAQGEYYITDVIGIFRETGEKVGAYTLKDFDESLGVNDRVALATAESVMRRRINHKHMVNGVSFVNPEATYIDIDVEIASEVQIEANVTLKGQTKIGAETVLTNGTYVVDSTIGAGAVITNSMIEESSVADGVIVGPYAHIRPNSSLGAQVHIGNFVEVKGSSIGENTKAGHLTYIGNCEVGSNVNFGAGTITVNYDGKNKYKTVIGNNVFVGSNSTIIAPVELGDNSLVGAGSTITKDVPADAIAIGRGRQINKDEYATRLPHHPKNQ. The pIC50 is 4.8. (4) The small molecule is Cc1cccc(NC(=O)NC2N=C(c3cccc(OCC(=O)NCCCC(=O)NCCCOc4cccc(CN5CCCCC5)c4)c3)c3ccccc3N(C)C2=O)c1. The target protein (O08786) has sequence MDVVDSLLMNGSNITPPCELGLENETLFCLDQPQPSKEWQSAVQILLYSFIFLLSVLGNTLVITVLIRNKRMRTVTNIFLLSLAVSDLMLCLFCMPFNLIPNLLKDFIFGSAVCKTTTYFMGTSVSVSTFNLVAISLERYGAICRPLQSRVWQTKSHALKVIAATWCLSFTIMTPYPIYSNLVPFTKNNNQTANMCRFLLPSDAMQQSWQTFLLLILFLIPGVVMVVAYGLISLELYQGIKFDASQKKSAKEKRLSSGGGGGGGSSSSRYEDSDGCYLQKSRPPRKLELQQLSTSSSGGRINRIRSSGSAANLIAKKRVIRMLIVIVVLFFLCWMPIFSANAWRAYDTVSAEKHLSGTPISFILLLSYTSSCVNPIIYCFMNKRFRLGFMATFPCCPNPGPTGVRGEVGEEEDGRTIRASLSRYSYSHMSTSAPPH. The pIC50 is 5.0. (5) The pIC50 is 9.3. The compound is COc1cc(C(=O)NC2(C(=O)N[C@H]3CCc4cc(-c5cc(Cl)cc(F)c5-c5noc(C)n5)ccc43)COC2)on1. The target protein (P01042) has sequence MKLITILFLCSRLLLSLTQESQSEEIDCNDKDLFKAVDAALKKYNSQNQSNNQFVLYRITEATKTVGSDTFYSFKYEIKEGDCPVQSGKTWQDCEYKDAAKAATGECTATVGKRSSTKFSVATQTCQITPAEGPVVTAQYDCLGCVHPISTQSPDLEPILRHGIQYFNNNTQHSSLFMLNEVKRAQRQVVAGLNFRITYSIVQTNCSKENFLFLTPDCKSLWNGDTGECTDNAYIDIQLRIASFSQNCDIYPGKDFVQPPTKICVGCPRDIPTNSPELEETLTHTITKLNAENNATFYFKIDNVKKARVQVVAGKKYFIDFVARETTCSKESNEELTESCETKKLGQSLDCNAEVYVVPWEKKIYPTVNCQPLGMISLMKRPPGFSPFRSSRIGEIKEETTVSPPHTSMAPAQDEERDSGKEQGHTRRHDWGHEKQRKHNLGHGHKHERDQGHGHQRGHGLGHGHEQQHGLGHGHKFKLDDDLEHQGGHVLDHGHKHKHG....